From a dataset of Forward reaction prediction with 1.9M reactions from USPTO patents (1976-2016). Predict the product of the given reaction. (1) Given the reactants [Mg].II.[C:4]1([CH3:11])[C:5](Br)=[CH:6][CH:7]=[CH:8][CH:9]=1.[P:12]([O-:19])(OCC)OCC.Cl, predict the reaction product. The product is: [CH3:11][C:4]1[CH:9]=[CH:8][CH:7]=[CH:6][C:5]=1[PH:12](=[O:19])[C:9]1[CH:8]=[CH:7][CH:6]=[CH:5][C:4]=1[CH3:11]. (2) The product is: [CH2:7]([O:4][C:1]1[CH:20]=[CH:19][C:18]([CH2:23][CH3:24])=[CH:17][C:16]=1[Br:15])[C:8]1[CH:13]=[CH:12][CH:11]=[CH:10][CH:9]=1. Given the reactants [C:1](=[O:4])([O-])[O-].[K+].[K+].[CH2:7](Br)[C:8]1[CH:13]=[CH:12][CH:11]=[CH:10][CH:9]=1.[Br:15][C:16]1C=[CH:20][C:19](O)=[C:18]([CH2:23][CH3:24])[CH:17]=1, predict the reaction product. (3) Given the reactants Cl.[NH2:2][CH:3]([CH2:7][C:8]1[CH:13]=[CH:12][CH:11]=[CH:10][C:9]=1[Cl:14])[C:4]([OH:6])=O.C(N(CC)CC)C.[Cl:22][C:23]1[CH:34]=[C:27]2[C:28](OC(=O)[NH:32][C:26]2=[CH:25][CH:24]=1)=[O:29], predict the reaction product. The product is: [Cl:22][C:23]1[CH:24]=[CH:25][C:26]2[NH:32][C:4](=[O:6])[CH:3]([CH2:7][C:8]3[CH:13]=[CH:12][CH:11]=[CH:10][C:9]=3[Cl:14])[NH:2][C:28](=[O:29])[C:27]=2[CH:34]=1.